From a dataset of Forward reaction prediction with 1.9M reactions from USPTO patents (1976-2016). Predict the product of the given reaction. (1) Given the reactants CC1C=CC(S([O:11][CH2:12][CH:13]2[CH2:16][C:15](=[CH2:17])[CH2:14]2)(=O)=O)=CC=1.[Br:18][C:19]1[CH:24]=[CH:23][C:22](O)=[CH:21][C:20]=1[Cl:26].C([O-])([O-])=O.[K+].[K+], predict the reaction product. The product is: [Br:18][C:19]1[CH:24]=[CH:23][C:22]([O:11][CH2:12][CH:13]2[CH2:14][C:15](=[CH2:17])[CH2:16]2)=[CH:21][C:20]=1[Cl:26]. (2) The product is: [N+:2]([C:5]1[CH:6]=[N:7][C:8]2[C:13]([C:14]=1[NH2:1])=[CH:12][CH:11]=[CH:10][CH:9]=2)([O-:4])=[O:3]. Given the reactants [NH3:1].[N+:2]([C:5]1[CH:6]=[N:7][C:8]2[C:13]([C:14]=1Cl)=[CH:12][CH:11]=[CH:10][CH:9]=2)([O-:4])=[O:3], predict the reaction product. (3) Given the reactants [Cl:1][C:2]1[CH:7]=[CH:6][C:5]([C:8]2[CH:13]=[CH:12][CH:11]=[CH:10][C:9]=2[N+:14]([O-])=O)=[CH:4][CH:3]=1.P(OCC)(OCC)OCC, predict the reaction product. The product is: [Cl:1][C:2]1[CH:7]=[CH:6][C:5]2[C:8]3[C:9](=[CH:10][CH:11]=[CH:12][CH:13]=3)[NH:14][C:4]=2[CH:3]=1. (4) Given the reactants I[C:2]1[C:10]2[C:5](=[N:6][CH:7]=[CH:8][C:9]=2[O:11][C:12]2[CH:22]=[CH:21][C:15]([C:16]([O:18][CH2:19][CH3:20])=[O:17])=[CH:14][CH:13]=2)[N:4]([CH2:23][C:24]2[CH:29]=[CH:28][C:27]([O:30][CH3:31])=[CH:26][CH:25]=2)[N:3]=1.CC1(C)OB([C:38]2[CH2:43][N:42]([C:44]([O:46][C:47]([CH3:50])([CH3:49])[CH3:48])=[O:45])[CH2:41][CH2:40][CH:39]=2)OC1(C)C.[O-]P([O-])([O-])=O.[K+].[K+].[K+].C1(P(C2CCCCC2)C2CCCCC2)CCCCC1, predict the reaction product. The product is: [CH2:19]([O:18][C:16]([C:15]1[CH:21]=[CH:22][C:12]([O:11][C:9]2[CH:8]=[CH:7][N:6]=[C:5]3[N:4]([CH2:23][C:24]4[CH:29]=[CH:28][C:27]([O:30][CH3:31])=[CH:26][CH:25]=4)[N:3]=[C:2]([C:40]4[CH2:41][N:42]([C:44]([O:46][C:47]([CH3:50])([CH3:49])[CH3:48])=[O:45])[CH2:43][CH2:38][CH:39]=4)[C:10]=23)=[CH:13][CH:14]=1)=[O:17])[CH3:20]. (5) Given the reactants [OH:1][CH2:2][C:3]1[C:4]([CH3:12])=[C:5]([N+:9]([O-:11])=[O:10])[CH:6]=[CH:7][CH:8]=1, predict the reaction product. The product is: [CH:2]([C:3]1[C:4]([CH3:12])=[C:5]([N+:9]([O-:11])=[O:10])[CH:6]=[CH:7][CH:8]=1)=[O:1]. (6) The product is: [NH2:8][C:5]1[N:6]=[CH:7][C:2]([C:11]2[CH:16]=[CH:15][C:24]([O:27][CH2:21][C:20]([OH:23])=[O:22])=[CH:13][CH:12]=2)=[N:3][C:4]=1[C:9]1[N:10]([CH2:18][CH3:19])[C:11]2[CH:16]=[CH:15][N:14]=[CH:13][C:12]=2[N:17]=1. Given the reactants Br[C:2]1[N:3]=[C:4]([C:9]2[N:10]([CH2:18][CH3:19])[C:11]3[CH:16]=[CH:15][N:14]=[CH:13][C:12]=3[N:17]=2)[C:5]([NH2:8])=[N:6][CH:7]=1.[C:20]([O-:23])(=[O:22])[CH3:21].[C:24]([O-:27])([O-])=O.[K+].[K+], predict the reaction product.